From a dataset of Full USPTO retrosynthesis dataset with 1.9M reactions from patents (1976-2016). Predict the reactants needed to synthesize the given product. (1) Given the product [Cl:1][C:2]1[CH:7]=[C:6]([CH:23]=[CH2:24])[N:5]=[CH:4][C:3]=1[CH2:9][NH:10][C:11]1[C:16]([F:17])=[C:15]([O:18][CH3:19])[CH:14]=[C:13]([O:20][CH3:21])[C:12]=1[F:22], predict the reactants needed to synthesize it. The reactants are: [Cl:1][C:2]1[CH:7]=[C:6](Cl)[N:5]=[CH:4][C:3]=1[CH2:9][NH:10][C:11]1[C:16]([F:17])=[C:15]([O:18][CH3:19])[CH:14]=[C:13]([O:20][CH3:21])[C:12]=1[F:22].[CH3:23][C:24]1(C)C(C)(C)OB(C=C)O1.C(=O)([O-])[O-].[K+].[K+]. (2) Given the product [Cl:1][C:2]1[CH:10]=[CH:9][C:8]([C:11]2[C:12]([C@@H:22]([NH:32][C:33](=[O:49])[CH2:34][N:35]3[C:39]4[C:40]([F:44])([F:45])[C@@H:41]5[CH2:43][C@@H:42]5[C:38]=4[C:37]([C:46]([F:56])([F:47])[F:48])=[N:36]3)[CH2:23][C:24]3[CH:29]=[C:28]([F:30])[CH:27]=[C:26]([F:31])[CH:25]=3)=[N:13][C:14]([N:17]([CH2:19][CH2:20][OH:21])[CH3:18])=[CH:15][CH:16]=2)=[C:7]2[C:3]=1[C:4]([NH:51][S:52]([CH3:55])(=[O:53])=[O:54])=[N:5][N:6]2[CH3:50], predict the reactants needed to synthesize it. The reactants are: [Cl:1][C:2]1[CH:10]=[CH:9][C:8]([C:11]2[C:12]([C@@H:22]([NH:32][C:33](=[O:49])[CH2:34][N:35]3[C:39]4[C:40]([F:45])([F:44])[C@@H:41]5[CH2:43][C@@H:42]5[C:38]=4[C:37]([CH:46]([F:48])[F:47])=[N:36]3)[CH2:23][C:24]3[CH:29]=[C:28]([F:30])[CH:27]=[C:26]([F:31])[CH:25]=3)=[N:13][C:14]([N:17]([CH2:19][CH2:20][OH:21])[CH3:18])=[CH:15][CH:16]=2)=[C:7]2[C:3]=1[C:4]([NH:51][S:52]([CH3:55])(=[O:54])=[O:53])=[N:5][N:6]2[CH3:50].[F:56]C1(F)C2N(CC(O)=O)N=C(C(F)(F)F)C=2[C@H]2C[C@@H]12. (3) Given the product [O:30]1[CH:34]=[CH:33][C:32]([C:2]2[C:3]([NH:16][CH:17]3[CH2:22][CH2:21][N:20]([CH2:23][C:24]4[CH:29]=[CH:28][CH:27]=[CH:26][CH:25]=4)[CH2:19][CH2:18]3)=[N:4][C:5]([NH:8][CH2:9][C:10]3[CH:15]=[CH:14][N:13]=[CH:12][CH:11]=3)=[N:6][CH:7]=2)=[CH:31]1, predict the reactants needed to synthesize it. The reactants are: Br[C:2]1[C:3]([NH:16][CH:17]2[CH2:22][CH2:21][N:20]([CH2:23][C:24]3[CH:29]=[CH:28][CH:27]=[CH:26][CH:25]=3)[CH2:19][CH2:18]2)=[N:4][C:5]([NH:8][CH2:9][C:10]2[CH:15]=[CH:14][N:13]=[CH:12][CH:11]=2)=[N:6][CH:7]=1.[O:30]1[CH:34]=[CH:33][C:32](B(O)O)=[CH:31]1.